From a dataset of Forward reaction prediction with 1.9M reactions from USPTO patents (1976-2016). Predict the product of the given reaction. (1) Given the reactants FC(F)(F)C(O)=O.[F:8][C:9]([F:35])([F:34])[C:10]1[CH:11]=[C:12]([CH:27]=[C:28]([C:30]([F:33])([F:32])[F:31])[CH:29]=1)[CH2:13][NH:14][C:15]([C:17]1([CH2:23][CH:24]([CH3:26])[CH3:25])[CH2:22][CH2:21][NH:20][CH2:19][CH2:18]1)=[O:16].Br[C:37]1[CH:42]=[CH:41][CH:40]=[CH:39][N:38]=1.C(N(CC)CC)C.CC(C)([O-])C.[Na+], predict the reaction product. The product is: [F:35][C:9]([F:34])([F:8])[C:10]1[CH:11]=[C:12]([CH:27]=[C:28]([C:30]([F:33])([F:32])[F:31])[CH:29]=1)[CH2:13][NH:14][C:15]([C:17]1([CH2:23][CH:24]([CH3:26])[CH3:25])[CH2:18][CH2:19][N:20]([C:37]2[CH:42]=[CH:41][CH:40]=[CH:39][N:38]=2)[CH2:21][CH2:22]1)=[O:16]. (2) The product is: [CH2:1]([O:3][C:4]([C:6]1([CH2:22][CH2:23][NH2:24])[CH2:11][CH2:10][N:9]([S:12]([C:15]2[CH:20]=[CH:19][CH:18]=[CH:17][C:16]=2[Cl:21])(=[O:14])=[O:13])[CH2:8][CH2:7]1)=[O:5])[CH3:2]. Given the reactants [CH2:1]([O:3][C:4]([C:6]1([CH2:22][C:23]#[N:24])[CH2:11][CH2:10][N:9]([S:12]([C:15]2[CH:20]=[CH:19][CH:18]=[CH:17][C:16]=2[Cl:21])(=[O:14])=[O:13])[CH2:8][CH2:7]1)=[O:5])[CH3:2], predict the reaction product. (3) Given the reactants [Br:1][C:2]1[CH:3]=[N:4][C:5]2[C:10]([CH:11]=1)=[CH:9][C:8]([CH2:12][C:13]([NH:15][NH2:16])=[O:14])=[CH:7][CH:6]=2.[N:17]#[C:18]Br, predict the reaction product. The product is: [Br:1][C:2]1[CH:3]=[N:4][C:5]2[C:10]([CH:11]=1)=[CH:9][C:8]([CH2:12][C:13]1[O:14][C:18]([NH2:17])=[N:16][N:15]=1)=[CH:7][CH:6]=2. (4) Given the reactants [N+:1]([C:4]1[CH:5]=[C:6]([NH:13][C:14](=[O:18])[O:15][CH2:16][CH3:17])[C:7]2[N:11]=[CH:10][NH:9][C:8]=2[CH:12]=1)([O-:3])=[O:2].[C:19](=O)([O-])[O-].[K+].[K+].CI, predict the reaction product. The product is: [CH3:19][N:9]1[C:8]2[CH:12]=[C:4]([N+:1]([O-:3])=[O:2])[CH:5]=[C:6]([NH:13][C:14](=[O:18])[O:15][CH2:16][CH3:17])[C:7]=2[N:11]=[CH:10]1. (5) Given the reactants [CH3:1][O:2][C:3](=[O:15])[C:4]1[C:5](=[C:10](I)[CH:11]=[CH:12][CH:13]=1)[C:6]([O:8][CH3:9])=[O:7].[C:16]([C:20]1[CH:26]=[CH:25][C:23]([NH2:24])=[CH:22][CH:21]=1)([CH3:19])([CH3:18])[CH3:17].C1C=CC(P(C2C(C3C(P(C4C=CC=CC=4)C4C=CC=CC=4)=CC=C4C=3C=CC=C4)=C3C(C=CC=C3)=CC=2)C2C=CC=CC=2)=CC=1.C(=O)([O-])[O-].[Cs+].[Cs+], predict the reaction product. The product is: [CH3:1][O:2][C:3](=[O:15])[C:4]1[C:5](=[C:10]([NH:24][C:23]2[CH:25]=[CH:26][C:20]([C:16]([CH3:19])([CH3:18])[CH3:17])=[CH:21][CH:22]=2)[CH:11]=[CH:12][CH:13]=1)[C:6]([O:8][CH3:9])=[O:7].